This data is from Reaction yield outcomes from USPTO patents with 853,638 reactions. The task is: Predict the reaction yield, written as a fraction of the theoretical maximum amount of product (1.0 means a 100% yield; for example, 0.34 means a 34% yield). (1) The reactants are [F:1][C:2]1[CH:7]=[C:6]([F:8])[CH:5]=[CH:4][C:3]=1[C:9]1[CH:17]=[CH:16][CH:15]=[C:14]2[C:10]=1[CH2:11][C:12](=[O:18])[NH:13]2.[OH:19][CH:20]([CH2:33][N:34]1[CH2:38][CH2:37][CH2:36][CH2:35]1)[CH2:21][NH:22][C:23]([C:25]1[CH:29]=[C:28]([CH3:30])[NH:27][C:26]=1[CH:31]=O)=[O:24].N1CCCCC1. The catalyst is C(O)C. The product is [OH:19][CH:20]([CH2:33][N:34]1[CH2:35][CH2:36][CH2:37][CH2:38]1)[CH2:21][NH:22][C:23]([C:25]1[CH:29]=[C:28]([CH3:30])[NH:27][C:26]=1/[CH:31]=[C:11]1\[C:12](=[O:18])[NH:13][C:14]2[C:10]\1=[C:9]([C:3]1[CH:4]=[CH:5][C:6]([F:8])=[CH:7][C:2]=1[F:1])[CH:17]=[CH:16][CH:15]=2)=[O:24]. The yield is 0.600. (2) The reactants are [CH3:1][CH:2]([C:6](=[O:8])[CH3:7])[C:3](=[O:5])[CH3:4].[OH:9][C:10]1[CH:17]=[CH:16][C:13]([CH:14]=O)=[CH:12][C:11]=1[O:18][CH3:19].B([O:21][CH2:22][CH2:23][CH2:24]C)([O:21][CH2:22][CH2:23][CH2:24]C)[O:21][CH2:22][CH2:23][CH2:24]C.[CH2:36](N)[CH2:37][CH2:38][CH3:39].Cl.[C:42](OCC)(=[O:44])C. No catalyst specified. The product is [CH3:1][CH:2]([C:6](=[O:8])[CH:7]=[CH:39][C:38]1[CH:24]=[CH:23][C:22]([OH:21])=[C:36]([O:44][CH3:42])[CH:37]=1)[C:3](=[O:5])[CH:4]=[CH:14][C:13]1[CH:16]=[CH:17][C:10]([OH:9])=[C:11]([O:18][CH3:19])[CH:12]=1. The yield is 0.220.